This data is from Catalyst prediction with 721,799 reactions and 888 catalyst types from USPTO. The task is: Predict which catalyst facilitates the given reaction. (1) Reactant: [NH2:1][CH2:2][C:3]1[C:4](=[N:9][NH:10][C:11]2[CH:16]=[CH:15][CH:14]=[C:13]([F:17])[CH:12]=2)[C:5]([NH2:8])=[N:6][N:7]=1.[C:18](O[C:18](=[O:25])[C:19]1[CH:24]=[CH:23][N:22]=[CH:21][CH:20]=1)(=[O:25])[C:19]1[CH:24]=[CH:23][N:22]=[CH:21][CH:20]=1.C(N(CC)CC)C.C(OCC)(=O)C. Product: [NH2:8][C:5]1[C:4](=[N:9][NH:10][C:11]2[CH:16]=[CH:15][CH:14]=[C:13]([F:17])[CH:12]=2)[C:3]([CH2:2][NH:1][C:18](=[O:25])[C:19]2[CH:24]=[CH:23][N:22]=[CH:21][CH:20]=2)=[N:7][N:6]=1. The catalyst class is: 241. (2) Product: [OH:7][CH2:8][CH2:9][CH2:10][CH2:11][CH2:12][CH2:13][O:14][C:15]1[CH:16]=[C:17]([C:21]2[N:26]=[C:25]([C:27]([O:29][CH3:30])=[O:28])[CH:24]=[CH:23][CH:22]=2)[CH:18]=[CH:19][CH:20]=1. The catalyst class is: 5. Reactant: O1CCCCC1[O:7][CH2:8][CH2:9][CH2:10][CH2:11][CH2:12][CH2:13][O:14][C:15]1[CH:16]=[C:17]([C:21]2[N:26]=[C:25]([C:27]([O:29][CH3:30])=[O:28])[CH:24]=[CH:23][CH:22]=2)[CH:18]=[CH:19][CH:20]=1.O.C1(C)C=CC(S(O)(=O)=O)=CC=1.C(OCC)(=O)C.CCCCCC. (3) The catalyst class is: 7. Reactant: [Br:1][C:2]1[CH:13]=[CH:12][C:5]([C:6](N(OC)C)=[O:7])=[C:4]([F:14])[CH:3]=1.[CH2:15]([Mg]Br)[CH3:16]. Product: [Br:1][C:2]1[CH:13]=[CH:12][C:5]([C:6](=[O:7])[CH2:15][CH3:16])=[C:4]([F:14])[CH:3]=1. (4) Reactant: [NH2:1][C:2]1[C:3]([NH:13][CH2:14][CH2:15][CH2:16][OH:17])=[C:4]([CH:9]=[CH:10][C:11]=1[Cl:12])[C:5]([O:7][CH3:8])=[O:6].[N:18]([C:21]1[C:22]([CH3:29])=[N:23][C:24]([O:27][CH3:28])=[CH:25][CH:26]=1)=[C:19]=S.NC(N)=S. Product: [Cl:12][C:11]1[C:2]2[N:1]=[C:19]([NH:18][C:21]3[C:22]([CH3:29])=[N:23][C:24]([O:27][CH3:28])=[CH:25][CH:26]=3)[N:13]([CH2:14][CH2:15][CH2:16][OH:17])[C:3]=2[C:4]([C:5]([O:7][CH3:8])=[O:6])=[CH:9][CH:10]=1. The catalyst class is: 7. (5) Reactant: [N:1]1(C(OC(C)(C)C)=O)[CH2:6][CH2:5][CH:4]([C:7]([O:9][CH2:10][C:11]2[CH:16]=[CH:15][CH:14]=[CH:13][CH:12]=2)=[O:8])[CH2:3][CH2:2]1.[ClH:24].C(OCC)(=O)C. Product: [ClH:24].[NH:1]1[CH2:2][CH2:3][CH:4]([C:7]([O:9][CH2:10][C:11]2[CH:12]=[CH:13][CH:14]=[CH:15][CH:16]=2)=[O:8])[CH2:5][CH2:6]1. The catalyst class is: 13. (6) Reactant: [ClH:1].[CH3:2][N:3]([CH3:12])[CH2:4]/[CH:5]=[CH:6]/[C:7]([O:9]CC)=[O:8].Cl.CCO. Product: [ClH:1].[CH3:2][N:3]([CH3:12])[CH2:4]/[CH:5]=[CH:6]/[C:7]([OH:9])=[O:8]. The catalyst class is: 6.